From a dataset of Catalyst prediction with 721,799 reactions and 888 catalyst types from USPTO. Predict which catalyst facilitates the given reaction. (1) Reactant: [O:1]([CH2:8][CH:9]=[CH:10][C:11]1[CH:20]=[CH:19][CH:18]=[CH:17][C:12]=1[C:13]([O:15][CH3:16])=[O:14])[C:2]1[CH:7]=[CH:6][CH:5]=[CH:4][CH:3]=1. Product: [O:1]([CH2:8][CH2:9][CH2:10][C:11]1[CH:20]=[CH:19][CH:18]=[CH:17][C:12]=1[C:13]([O:15][CH3:16])=[O:14])[C:2]1[CH:3]=[CH:4][CH:5]=[CH:6][CH:7]=1. The catalyst class is: 129. (2) The catalyst class is: 5. Product: [CH:1]([N:4]1[C:8]([C:9]2[N:10]=[C:11]3[C:17]4[CH:18]=[CH:19][C:20]([C:22]5[CH:23]=[N:24][N:25]([C:27]([CH3:34])([CH3:33])[C:28]([OH:30])=[O:29])[CH:26]=5)=[CH:21][C:16]=4[O:15][CH2:14][CH2:13][N:12]3[CH:35]=2)=[N:7][C:6]([CH3:36])=[N:5]1)([CH3:3])[CH3:2]. Reactant: [CH:1]([N:4]1[C:8]([C:9]2[N:10]=[C:11]3[C:17]4[CH:18]=[CH:19][C:20]([C:22]5[CH:23]=[N:24][N:25]([C:27]([CH3:34])([CH3:33])[C:28]([O:30]CC)=[O:29])[CH:26]=5)=[CH:21][C:16]=4[O:15][CH2:14][CH2:13][N:12]3[CH:35]=2)=[N:7][C:6]([CH3:36])=[N:5]1)([CH3:3])[CH3:2].[Li+].[OH-].O.C(O)(=O)CC(CC(O)=O)(C(O)=O)O. (3) Reactant: [CH3:1][NH:2][C@H:3]([C:14]([NH:16][C@H:17]([C:22]([N:24]([C@@H:26]([CH:35]([CH3:37])[CH3:36])/[CH:27]=[C:28](\[CH3:34])/[C:29]([O:31]CC)=[O:30])[CH3:25])=[O:23])[C:18]([CH3:21])([CH3:20])[CH3:19])=[O:15])[C:4]([CH3:13])([CH3:12])[C:5]1[CH:10]=[CH:9][CH:8]=[C:7]([CH3:11])[CH:6]=1.[OH-].[Li+]. Product: [CH3:1][NH:2][C@H:3]([C:14]([NH:16][C@H:17]([C:22]([N:24]([C@@H:26]([CH:35]([CH3:37])[CH3:36])/[CH:27]=[C:28](/[C:29]([OH:31])=[O:30])\[CH3:34])[CH3:25])=[O:23])[C:18]([CH3:21])([CH3:20])[CH3:19])=[O:15])[C:4]([CH3:13])([CH3:12])[C:5]1[CH:10]=[CH:9][CH:8]=[C:7]([CH3:11])[CH:6]=1. The catalyst class is: 72. (4) Reactant: [CH3:1][C@@H:2]1[CH2:7][CH2:6][CH2:5][NH:4][C@@H:3]1[CH2:8][N:9]1[C:17](=[O:18])[C:16]2[C:11](=[CH:12][CH:13]=[CH:14][CH:15]=2)[C:10]1=[O:19].[I:20][C:21]1[CH:29]=[CH:28][C:27]([CH3:30])=[CH:26][C:22]=1[C:23](O)=[O:24].CCN(C(C)C)C(C)C.CN(C(ON1N=NC2C=CC=NC1=2)=[N+](C)C)C.F[P-](F)(F)(F)(F)F. Product: [I:20][C:21]1[CH:29]=[CH:28][C:27]([CH3:30])=[CH:26][C:22]=1[C:23]([N:4]1[CH2:5][CH2:6][CH2:7][C@@H:2]([CH3:1])[C@H:3]1[CH2:8][N:9]1[C:17](=[O:18])[C:16]2[C:11](=[CH:12][CH:13]=[CH:14][CH:15]=2)[C:10]1=[O:19])=[O:24]. The catalyst class is: 39. (5) Reactant: S(N=[N+]=[N-])([C:4]1C=CC(C)=CC=1)(=O)=O.C([O-])([O-])=O.[K+].[K+].[Cl:20][C:21]1[CH:28]=[CH:27][CH:26]=[C:25]([Cl:29])[C:22]=1[CH:23]=O. Product: [Cl:20][C:21]1[CH:28]=[CH:27][CH:26]=[C:25]([Cl:29])[C:22]=1[C:23]#[CH:4]. The catalyst class is: 382. (6) Reactant: [F:1][C:2]1[C:10]([F:11])=[C:9]([F:12])[C:8]([F:13])=[C:7]2[C:3]=1[C:4]([C:14]([OH:16])=O)=[CH:5][NH:6]2.Cl.[NH2:18][C@H:19]1[CH2:24][CH2:23][CH2:22][CH2:21][C@@H:20]1[OH:25].C(Cl)Cl.C(N(CC)CC)C. Product: [OH:25][C@H:20]1[CH2:21][CH2:22][CH2:23][CH2:24][C@@H:19]1[NH:18][C:14]([C:4]1[C:3]2[C:7](=[C:8]([F:13])[C:9]([F:12])=[C:10]([F:11])[C:2]=2[F:1])[NH:6][CH:5]=1)=[O:16]. The catalyst class is: 6. (7) Reactant: [Cl:1][C:2]1[C:3]([C:30]2[C:38]3[C:33](=[CH:34][CH:35]=[CH:36][CH:37]=3)[NH:32][CH:31]=2)=[N:4][C:5]([NH:8][CH:9]2[CH2:14][CH2:13][N:12]([CH2:15][C:16]3[CH:21]=[CH:20][C:19]([NH:22][C:23](=[O:29])/[CH:24]=[CH:25]/[CH2:26][NH:27][CH3:28])=[CH:18][CH:17]=3)[CH2:11][CH2:10]2)=[N:6][CH:7]=1.C([O-])([O-])=O.[K+].[K+].Br[CH2:46][C:47]([O:49][C:50]([CH3:53])([CH3:52])[CH3:51])=[O:48]. Product: [Cl:1][C:2]1[C:3]([C:30]2[C:38]3[C:33](=[CH:34][CH:35]=[CH:36][CH:37]=3)[NH:32][CH:31]=2)=[N:4][C:5]([NH:8][CH:9]2[CH2:10][CH2:11][N:12]([CH2:15][C:16]3[CH:17]=[CH:18][C:19]([NH:22][C:23](=[O:29])/[CH:24]=[CH:25]/[CH2:26][N:27]([CH3:28])[CH2:46][C:47]([O:49][C:50]([CH3:53])([CH3:52])[CH3:51])=[O:48])=[CH:20][CH:21]=3)[CH2:13][CH2:14]2)=[N:6][CH:7]=1. The catalyst class is: 23.